Dataset: Full USPTO retrosynthesis dataset with 1.9M reactions from patents (1976-2016). Task: Predict the reactants needed to synthesize the given product. (1) Given the product [CH3:1][O:2][C:3]1[CH:4]=[C:5]([C:11]([CH3:15])([CH3:14])[CH:12]([OH:13])[CH2:18][N+:19]([O-:21])=[O:20])[CH:6]=[CH:7][C:8]=1[O:9][CH3:10], predict the reactants needed to synthesize it. The reactants are: [CH3:1][O:2][C:3]1[CH:4]=[C:5]([C:11]([CH3:15])([CH3:14])[CH:12]=[O:13])[CH:6]=[CH:7][C:8]=1[O:9][CH3:10].[F-].[K+].[CH3:18][N+:19]([O-:21])=[O:20]. (2) The reactants are: Cl.Cl[C:3]1[N:12]=[C:11]([N:13]([C:15]2[CH:20]=[CH:19][C:18]([O:21][CH3:22])=[CH:17][CH:16]=2)[CH3:14])[C:10]2[C:5](=[CH:6][CH:7]=[CH:8][CH:9]=2)[N:4]=1.Cl.[C:24]([O:28][C:29](=[O:33])[C@H:30]([CH3:32])[NH2:31])([CH3:27])([CH3:26])[CH3:25].CCN(CC)CC. Given the product [C:24]([O:28][C:29](=[O:33])[C@@H:30]([NH:31][C:3]1[N:12]=[C:11]([N:13]([C:15]2[CH:20]=[CH:19][C:18]([O:21][CH3:22])=[CH:17][CH:16]=2)[CH3:14])[C:10]2[C:5](=[CH:6][CH:7]=[CH:8][CH:9]=2)[N:4]=1)[CH3:32])([CH3:27])([CH3:26])[CH3:25], predict the reactants needed to synthesize it. (3) The reactants are: Br[C@@:2]1([C:14](=[O:16])[CH3:15])[C@:10]2([CH3:11])[C@H:5](/[C:6](=[CH:12]/[Br:13])/[CH2:7][CH2:8][CH2:9]2)[CH2:4][CH2:3]1.[Br-].[Li+].C(=O)([O-])[O-].[Li+].[Li+].O. Given the product [Br:13]/[CH:12]=[C:6]1\[CH2:7][CH2:8][CH2:9][C@@:10]2([CH3:11])[C@H:5]\1[CH2:4][CH:3]=[C:2]2[C:14](=[O:16])[CH3:15], predict the reactants needed to synthesize it.